From a dataset of Peptide-MHC class II binding affinity with 134,281 pairs from IEDB. Regression. Given a peptide amino acid sequence and an MHC pseudo amino acid sequence, predict their binding affinity value. This is MHC class II binding data. (1) The peptide sequence is TQARAAAAAFEQAHA. The MHC is HLA-DQA10201-DQB10202 with pseudo-sequence HLA-DQA10201-DQB10202. The binding affinity (normalized) is 0. (2) The peptide sequence is YTTEGGTKTEAEDVI. The MHC is HLA-DPA10201-DPB11401 with pseudo-sequence HLA-DPA10201-DPB11401. The binding affinity (normalized) is 0. (3) The MHC is HLA-DQA10201-DQB10301 with pseudo-sequence HLA-DQA10201-DQB10301. The binding affinity (normalized) is 0.343. The peptide sequence is RQLQKIERWFVRNPF. (4) The peptide sequence is RCALHWFPGSHLLHV. The MHC is HLA-DQA10101-DQB10501 with pseudo-sequence HLA-DQA10101-DQB10501. The binding affinity (normalized) is 0.537.